Dataset: HIV replication inhibition screening data with 41,000+ compounds from the AIDS Antiviral Screen. Task: Binary Classification. Given a drug SMILES string, predict its activity (active/inactive) in a high-throughput screening assay against a specified biological target. (1) The drug is Cc1ncc([N+](=O)[O-])n1CCNC(=O)Cn1ccnc1[N+](=O)[O-]. The result is 0 (inactive). (2) The compound is O=S(=O)(SS(=O)(=O)c1ccc(Cl)cc1)c1ccc(Cl)cc1. The result is 0 (inactive). (3) The compound is COc1cc(C=C2CCc3ccccc3C2=O)ccc1O. The result is 0 (inactive). (4) The compound is NC(=O)C(NN=C(c1ccccc1)c1ccccc1)c1ccccc1. The result is 0 (inactive). (5) The result is 0 (inactive). The compound is Cc1cn(C2C=CC(O)CC2)c(=O)[nH]c1=O. (6) The compound is Cc1c2nc3ccccc3sc-2cc(=O)c1C. The result is 0 (inactive).